Dataset: NCI-60 drug combinations with 297,098 pairs across 59 cell lines. Task: Regression. Given two drug SMILES strings and cell line genomic features, predict the synergy score measuring deviation from expected non-interaction effect. (1) Drug 1: C1=CC=C(C=C1)NC(=O)CCCCCCC(=O)NO. Drug 2: CC12CCC3C(C1CCC2O)C(CC4=C3C=CC(=C4)O)CCCCCCCCCS(=O)CCCC(C(F)(F)F)(F)F. Cell line: SK-MEL-28. Synergy scores: CSS=4.26, Synergy_ZIP=-0.270, Synergy_Bliss=2.18, Synergy_Loewe=0.441, Synergy_HSA=2.16. (2) Drug 1: CC1=C2C(C(=O)C3(C(CC4C(C3C(C(C2(C)C)(CC1OC(=O)C(C(C5=CC=CC=C5)NC(=O)C6=CC=CC=C6)O)O)OC(=O)C7=CC=CC=C7)(CO4)OC(=O)C)O)C)OC(=O)C. Drug 2: B(C(CC(C)C)NC(=O)C(CC1=CC=CC=C1)NC(=O)C2=NC=CN=C2)(O)O. Cell line: TK-10. Synergy scores: CSS=43.0, Synergy_ZIP=-1.01, Synergy_Bliss=-3.00, Synergy_Loewe=-12.6, Synergy_HSA=-1.54. (3) Drug 1: CC(CN1CC(=O)NC(=O)C1)N2CC(=O)NC(=O)C2. Drug 2: CC1=C(C=C(C=C1)NC(=O)C2=CC=C(C=C2)CN3CCN(CC3)C)NC4=NC=CC(=N4)C5=CN=CC=C5. Cell line: OVCAR3. Synergy scores: CSS=9.52, Synergy_ZIP=-0.627, Synergy_Bliss=-1.05, Synergy_Loewe=-3.20, Synergy_HSA=-2.95. (4) Drug 1: CC1=C2C(C(=O)C3(C(CC4C(C3C(C(C2(C)C)(CC1OC(=O)C(C(C5=CC=CC=C5)NC(=O)OC(C)(C)C)O)O)OC(=O)C6=CC=CC=C6)(CO4)OC(=O)C)OC)C)OC. Drug 2: C1CCN(CC1)CCOC2=CC=C(C=C2)C(=O)C3=C(SC4=C3C=CC(=C4)O)C5=CC=C(C=C5)O. Cell line: MOLT-4. Synergy scores: CSS=90.9, Synergy_ZIP=23.3, Synergy_Bliss=23.2, Synergy_Loewe=-8.83, Synergy_HSA=23.2. (5) Drug 2: CC1CCCC2(C(O2)CC(NC(=O)CC(C(C(=O)C(C1O)C)(C)C)O)C(=CC3=CSC(=N3)C)C)C. Cell line: CAKI-1. Drug 1: C1=C(C(=O)NC(=O)N1)N(CCCl)CCCl. Synergy scores: CSS=49.6, Synergy_ZIP=-4.24, Synergy_Bliss=-2.65, Synergy_Loewe=0.389, Synergy_HSA=0.672. (6) Drug 1: C1=CC(=CC=C1C#N)C(C2=CC=C(C=C2)C#N)N3C=NC=N3. Drug 2: C1=NC2=C(N=C(N=C2N1C3C(C(C(O3)CO)O)O)F)N. Cell line: COLO 205. Synergy scores: CSS=20.6, Synergy_ZIP=-2.63, Synergy_Bliss=-2.26, Synergy_Loewe=-7.76, Synergy_HSA=-4.63. (7) Drug 1: C1=C(C(=O)NC(=O)N1)F. Drug 2: CS(=O)(=O)OCCCCOS(=O)(=O)C. Cell line: SF-268. Synergy scores: CSS=34.3, Synergy_ZIP=3.90, Synergy_Bliss=7.27, Synergy_Loewe=4.68, Synergy_HSA=7.79.